Predict the reaction yield, written as a fraction of the theoretical maximum amount of product (1.0 means a 100% yield; for example, 0.34 means a 34% yield). From a dataset of Reaction yield outcomes from USPTO patents with 853,638 reactions. (1) The reactants are [OH:1][C@@H:2]1[CH2:9][N:8]([C:10](=[O:24])[C:11]([CH3:23])([CH3:22])[CH2:12][CH2:13][N:14]2[CH2:19][CH2:18][NH:17][C@@H:16]([CH3:20])[C:15]2=[O:21])[CH2:7][CH2:6][C:3]21[CH2:5][CH2:4]2.[Cl:25][C:26]1[CH:31]=[C:30]([N:32]=[C:33]=[O:34])[CH:29]=[CH:28][C:27]=1[C:35]([F:38])([F:37])[F:36]. No catalyst specified. The product is [Cl:25][C:26]1[CH:31]=[C:30]([NH:32][C:33]([N:17]2[CH2:18][CH2:19][N:14]([CH2:13][CH2:12][C:11]([CH3:23])([CH3:22])[C:10]([N:8]3[CH2:7][CH2:6][C:3]4([CH2:5][CH2:4]4)[C@H:2]([OH:1])[CH2:9]3)=[O:24])[C:15](=[O:21])[C@@H:16]2[CH3:20])=[O:34])[CH:29]=[CH:28][C:27]=1[C:35]([F:38])([F:37])[F:36]. The yield is 0.530. (2) The reactants are C1(N=C=NC2CCCCC2)CCCCC1.[CH2:16]([O:18][C:19]1[CH:24]=[CH:23][C:22]([C@H:25]2[CH2:30][CH2:29][C@H:28]([CH2:31][C:32]([OH:34])=[O:33])[CH2:27][CH2:26]2)=[C:21]([F:35])[C:20]=1[F:36])[CH3:17].[C:37](O)([CH3:40])([CH3:39])[CH3:38]. The catalyst is ClCCl. The product is [C:37]([O:33][C:32](=[O:34])[CH2:31][C@H:28]1[CH2:27][CH2:26][C@H:25]([C:22]2[CH:23]=[CH:24][C:19]([O:18][CH2:16][CH3:17])=[C:20]([F:36])[C:21]=2[F:35])[CH2:30][CH2:29]1)([CH3:40])([CH3:39])[CH3:38]. The yield is 0.520. (3) The reactants are CC([O-])(C)C.[K+].CC1C=CC(S([CH2:17][N+:18]#[C-])(=O)=O)=CC=1.[Cl:20][C:21]1[CH:22]=[C:23]([CH:26]=[CH:27][C:28]=1[O:29][CH3:30])[CH:24]=O.CO. The product is [Cl:20][C:21]1[CH:22]=[C:23]([CH2:24][C:17]#[N:18])[CH:26]=[CH:27][C:28]=1[O:29][CH3:30]. The catalyst is C1COCC1.O. The yield is 0.830. (4) The reactants are [C:1](=[NH:26])([O:3][CH2:4][CH2:5][C:6]1[CH:11]=[C:10]([F:12])[C:9]([O:13][C:14]2[CH:19]=[CH:18][C:17]([Cl:20])=[C:16]([C:21]([F:24])([F:23])[F:22])[CH:15]=2)=[C:8]([F:25])[CH:7]=1)[NH2:2].[OH:27]/[CH:28]=[C:29](/[CH2:34][C:35]1[CH:36]=[N:37][CH:38]=[N:39][CH:40]=1)\[C:30](OC)=O.C([O-])([O-])=O.[K+].[K+]. The catalyst is CN1C(=O)CCC1. The product is [Cl:20][C:17]1[CH:18]=[CH:19][C:14]([O:13][C:9]2[C:10]([F:12])=[CH:11][C:6]([CH2:5][CH2:4][O:3][C:1]3[NH:2][CH:30]=[C:29]([CH2:34][C:35]4[CH:40]=[N:39][CH:38]=[N:37][CH:36]=4)[C:28](=[O:27])[N:26]=3)=[CH:7][C:8]=2[F:25])=[CH:15][C:16]=1[C:21]([F:22])([F:24])[F:23]. The yield is 0.223. (5) The reactants are [F:1][C:2]1[CH:7]=[CH:6][CH:5]=[CH:4][C:3]=1I.[CH2:9]([OH:12])[C:10]#[CH:11]. The catalyst is CCN(CC)CC.C1C=CC(P(C2C=CC=CC=2)[C-]2C=CC=C2)=CC=1.C1C=CC(P(C2C=CC=CC=2)[C-]2C=CC=C2)=CC=1.Cl[Pd]Cl.[Fe+2].[Cu]I.C1C=CC(P(C2C=CC=CC=2)C2C=CC=CC=2)=CC=1. The product is [F:1][C:2]1[CH:7]=[CH:6][CH:5]=[CH:4][C:3]=1[C:11]#[C:10][CH2:9][OH:12]. The yield is 0.870. (6) The reactants are [Cl:1][C:2]1[CH:3]=[C:4]2[C:8](=[CH:9][CH:10]=1)[NH:7][CH:6]=[C:5]2[CH2:11][CH2:12][NH:13][C:14](=[O:23])[C:15]1[CH:20]=[CH:19][C:18]([CH2:21]Cl)=[CH:17][CH:16]=1.[F:24][C:25]1[CH:26]=[C:27](B(O)O)[CH:28]=[C:29]([F:31])[CH:30]=1.ClCCl.C(=O)([O-])[O-].[Na+].[Na+].[I-].[Na+]. The catalyst is C(COC)OC.O.C1C=CC(P(C2C=CC=CC=2)[C-]2C=CC=C2)=CC=1.C1C=CC(P(C2C=CC=CC=2)[C-]2C=CC=C2)=CC=1.Cl[Pd]Cl.[Fe+2]. The product is [Cl:1][C:2]1[CH:3]=[C:4]2[C:8](=[CH:9][CH:10]=1)[NH:7][CH:6]=[C:5]2[CH2:11][CH2:12][NH:13][C:14](=[O:23])[C:15]1[CH:20]=[CH:19][C:18]([CH2:21][C:27]2[CH:26]=[C:25]([F:24])[CH:30]=[C:29]([F:31])[CH:28]=2)=[CH:17][CH:16]=1. The yield is 0.550. (7) The reactants are Cl.[NH2:2][CH2:3][C:4]1[CH:9]=[CH:8][C:7]([C:10]2[O:14][C:13]([C:15]3[C:20]([F:21])=[CH:19][CH:18]=[CH:17][C:16]=3[F:22])=[N:12][C:11]=2[C:23]([NH2:25])=[O:24])=[CH:6][CH:5]=1.C(N(CC)CC)C.[F:33][C:34]1[CH:39]=[CH:38][C:37]([S:40](Cl)(=[O:42])=[O:41])=[CH:36][CH:35]=1. The catalyst is C(Cl)Cl. The product is [F:21][C:20]1[CH:19]=[CH:18][CH:17]=[C:16]([F:22])[C:15]=1[C:13]1[O:14][C:10]([C:7]2[CH:6]=[CH:5][C:4]([CH2:3][NH:2][S:40]([C:37]3[CH:38]=[CH:39][C:34]([F:33])=[CH:35][CH:36]=3)(=[O:42])=[O:41])=[CH:9][CH:8]=2)=[C:11]([C:23]([NH2:25])=[O:24])[N:12]=1. The yield is 0.570.